The task is: Predict the product of the given reaction.. This data is from Forward reaction prediction with 1.9M reactions from USPTO patents (1976-2016). (1) Given the reactants [NH2:1][C:2]1[C:3]([OH:18])=[C:4]([C:9]2[CH:14]=[CH:13][CH:12]=[C:11]([C:15]([OH:17])=[O:16])[CH:10]=2)[CH:5]=[C:6]([F:8])[CH:7]=1.[N:19]([O-])=O.[Na+].[CH2:23]1[C:31]2[C:26](=[CH:27][C:28]([N:32]3[C:36](=[O:37])[CH2:35][C:34]([CH3:38])=[N:33]3)=[CH:29][CH:30]=2)[CH2:25][CH2:24]1.C(=O)(O)[O-].[Na+], predict the reaction product. The product is: [F:8][C:6]1[CH:7]=[C:2]([NH:1][N:19]=[C:35]2[C:36](=[O:37])[N:32]([C:28]3[CH:27]=[C:26]4[C:31](=[CH:30][CH:29]=3)[CH2:23][CH2:24][CH2:25]4)[N:33]=[C:34]2[CH3:38])[C:3]([OH:18])=[C:4]([C:9]2[CH:14]=[CH:13][CH:12]=[C:11]([C:15]([OH:17])=[O:16])[CH:10]=2)[CH:5]=1. (2) Given the reactants OC1C(=O)N=C(CC2(C3C4C(=CC=CC=4)C=CC=3)CCCC2)N2CCNC(=O)C=12.C([O:37][C:38]1[C:43](=[O:44])[N:42]=[C:41]([CH2:45][C:46]2([C:51]3[C:60]4[C:55](=[CH:56][CH:57]=[CH:58][CH:59]=4)[CH:54]=[CH:53][CH:52]=3)[CH2:50][CH2:49][CH2:48][CH2:47]2)[N:40]2[CH2:61][CH2:62][N:63]([CH:66]([CH3:68])[CH3:67])[C:64](=[O:65])[C:39]=12)C1C=CC=CC=1, predict the reaction product. The product is: [OH:37][C:38]1[C:43](=[O:44])[N:42]=[C:41]([CH2:45][C:46]2([C:51]3[C:60]4[C:55](=[CH:56][CH:57]=[CH:58][CH:59]=4)[CH:54]=[CH:53][CH:52]=3)[CH2:50][CH2:49][CH2:48][CH2:47]2)[N:40]2[CH2:61][CH2:62][N:63]([CH:66]([CH3:68])[CH3:67])[C:64](=[O:65])[C:39]=12. (3) Given the reactants C(N(CC)CC)C.[CH2:8]([NH:10][S:11]([CH3:14])(=[O:13])=[O:12])[CH3:9].[CH2:15]([O:22][CH2:23][CH:24]1[CH2:26][O:25]1)[C:16]1[CH:21]=[CH:20][CH:19]=[CH:18][CH:17]=1, predict the reaction product. The product is: [CH2:15]([O:22][CH2:23][CH:24]([OH:25])[CH2:26][N:10]([CH2:8][CH3:9])[S:11]([CH3:14])(=[O:13])=[O:12])[C:16]1[CH:21]=[CH:20][CH:19]=[CH:18][CH:17]=1. (4) Given the reactants O[CH:2]1[CH2:7][CH2:6][C:5](=[O:8])[CH2:4][CH2:3]1.[CH:9]1([NH2:12])[CH2:11][CH2:10]1.[BH-](OC(C)=O)(OC(C)=O)OC(C)=O.[Na+].C(O)(=O)C.[OH-].[Na+], predict the reaction product. The product is: [CH:9]1([NH:12][CH:2]2[CH2:7][CH2:6][CH:5]([OH:8])[CH2:4][CH2:3]2)[CH2:11][CH2:10]1. (5) Given the reactants [C:1](=O)([O-])[O-].[K+].[K+].CB1OB(C)OB(C)O1.O1CCOCC1.Br[C:23]1[CH:24]=[CH:25][C:26]([Cl:47])=[C:27]([C:29]2[C:38]3[C:33](=[CH:34][CH:35]=[CH:36][CH:37]=3)[C:32]([C@@H:39]([CH3:42])[CH2:40][CH3:41])=[C:31]([C:43]([NH:45][CH3:46])=[O:44])[N:30]=2)[CH:28]=1, predict the reaction product. The product is: [Cl:47][C:26]1[CH:25]=[CH:24][C:23]([CH3:1])=[CH:28][C:27]=1[C:29]1[C:38]2[C:33](=[CH:34][CH:35]=[CH:36][CH:37]=2)[C:32]([C@@H:39]([CH3:42])[CH2:40][CH3:41])=[C:31]([C:43]([NH:45][CH3:46])=[O:44])[N:30]=1. (6) The product is: [C:12]([Si:9]([CH3:11])([CH3:10])[O:7][C:6]1[CH:1]=[C:2]([CH3:8])[CH:3]=[CH:4][CH:5]=1)([CH3:15])([CH3:14])[CH3:13]. Given the reactants [CH:1]1[C:6]([OH:7])=[CH:5][CH:4]=[CH:3][C:2]=1[CH3:8].[Si:9](Cl)([C:12]([CH3:15])([CH3:14])[CH3:13])([CH3:11])[CH3:10], predict the reaction product. (7) Given the reactants [CH3:1][O:2][C:3]1[CH:4]=[CH:5][C:6]2[N:10]([CH3:11])[C:9](=[O:12])[N:8]([CH2:13][C@H:14]3[CH2:19][CH2:18][C@H:17]([C:20]([NH:22][NH:23][C:24]([C:26]4[C:27]([C:32]([F:35])([F:34])[F:33])=[N:28][N:29]([CH3:31])[CH:30]=4)=[O:25])=O)[CH2:16][CH2:15]3)[C:7]=2[CH:36]=1.S(Cl)(C1C=CC(C)=CC=1)(=O)=O, predict the reaction product. The product is: [CH3:1][O:2][C:3]1[CH:4]=[CH:5][C:6]2[N:10]([CH3:11])[C:9](=[O:12])[N:8]([CH2:13][C@H:14]3[CH2:19][CH2:18][C@H:17]([C:20]4[O:25][C:24]([C:26]5[C:27]([C:32]([F:35])([F:34])[F:33])=[N:28][N:29]([CH3:31])[CH:30]=5)=[N:23][N:22]=4)[CH2:16][CH2:15]3)[C:7]=2[CH:36]=1.